Task: Predict which catalyst facilitates the given reaction.. Dataset: Catalyst prediction with 721,799 reactions and 888 catalyst types from USPTO (1) Reactant: [CH:1]([O:4][C:5]([N:7]1[CH:12]([CH2:13][CH3:14])[CH2:11][CH:10]([N:15]([CH2:23][C:24]2[CH:29]=[C:28]([C:30]([F:33])([F:32])[F:31])[CH:27]=[C:26]([Cl:34])[CH:25]=2)[C:16]2[N:21]=[CH:20][C:19]([OH:22])=[CH:18][N:17]=2)[CH2:9][CH:8]1[CH2:35][CH3:36])=[O:6])([CH3:3])[CH3:2].[CH3:37][O:38][CH2:39][CH2:40]O.C1(P(C2C=CC=CC=2)C2C=CC=CC=2)C=CC=CC=1.CCOC(/N=N/C(OCC)=O)=O. Product: [CH:1]([O:4][C:5]([N:7]1[CH:12]([CH2:13][CH3:14])[CH2:11][CH:10]([N:15]([CH2:23][C:24]2[CH:29]=[C:28]([C:30]([F:32])([F:31])[F:33])[CH:27]=[C:26]([Cl:34])[CH:25]=2)[C:16]2[N:17]=[CH:18][C:19]([O:22][CH2:40][CH2:39][O:38][CH3:37])=[CH:20][N:21]=2)[CH2:9][CH:8]1[CH2:35][CH3:36])=[O:6])([CH3:3])[CH3:2]. The catalyst class is: 1. (2) Reactant: [OH-].[Na+].[CH2:3]([O:10][C:11]([NH:13][NH:14][C@H:15]([C:19]([N:21]1[CH2:26][CH2:25][CH:24]([O:27][C:28]2[CH:37]=[CH:36][C:35]([F:38])=[CH:34][C:29]=2[C:30]([O:32]C)=[O:31])[CH2:23][CH2:22]1)=[O:20])[CH:16]([CH3:18])[CH3:17])=[O:12])[C:4]1[CH:9]=[CH:8][CH:7]=[CH:6][CH:5]=1.Cl. Product: [CH2:3]([O:10][C:11]([NH:13][NH:14][C@H:15]([C:19]([N:21]1[CH2:26][CH2:25][CH:24]([O:27][C:28]2[CH:37]=[CH:36][C:35]([F:38])=[CH:34][C:29]=2[C:30]([OH:32])=[O:31])[CH2:23][CH2:22]1)=[O:20])[CH:16]([CH3:18])[CH3:17])=[O:12])[C:4]1[CH:9]=[CH:8][CH:7]=[CH:6][CH:5]=1. The catalyst class is: 7. (3) Reactant: [CH3:1][N:2]1[C:6]([C:7](=[N:14][O:15][CH:16]([C:18]2[N:23]=[C:22]([NH2:24])[CH:21]=[CH:20][CH:19]=2)[CH3:17])[C:8]2[CH:13]=[CH:12][CH:11]=[CH:10][CH:9]=2)=[N:5][N:4]=[N:3]1.N1C=CC=CC=1.[C:31](O[C:31]([O:33][C:34]([CH3:37])([CH3:36])[CH3:35])=[O:32])([O:33][C:34]([CH3:37])([CH3:36])[CH3:35])=[O:32].O. Product: [CH3:1][N:2]1[C:6]([C:7](=[N:14][O:15][CH:16]([C:18]2[N:23]=[C:22]([NH:24][C:31](=[O:32])[O:33][C:34]([CH3:37])([CH3:36])[CH3:35])[CH:21]=[CH:20][CH:19]=2)[CH3:17])[C:8]2[CH:9]=[CH:10][CH:11]=[CH:12][CH:13]=2)=[N:5][N:4]=[N:3]1. The catalyst class is: 4. (4) Reactant: [CH3:1][C@@H:2]1[O:7][C@@H:6]([O:8][C@@H:9]2[C:14]3[C:15]([OH:30])=[C:16]4[C:28](=[O:29])[C:27]5[CH:26]=[CH:25][CH:24]=[CH:23][C:22]=5[C:20](=[O:21])[C:17]4=[C:18]([OH:19])[C:13]=3[CH2:12][C@@:11]([OH:34])([C:31]([CH3:33])=[O:32])[CH2:10]2)[CH2:5][C@H:4]([NH2:35])[C@@H:3]1[OH:36].C(Cl)(Cl)[Cl:38].CO.Cl. Product: [CH3:1][C@@H:2]1[O:7][C@@H:6]([O:8][C@@H:9]2[C:14]3[C:15]([OH:30])=[C:16]4[C:28](=[O:29])[C:27]5[CH:26]=[CH:25][CH:24]=[CH:23][C:22]=5[C:20](=[O:21])[C:17]4=[C:18]([OH:19])[C:13]=3[CH2:12][C@@:11]([OH:34])([C:31]([CH3:33])=[O:32])[CH2:10]2)[CH2:5][C@H:4]([NH2:35])[C@@H:3]1[OH:36].[ClH:38]. The catalyst class is: 51. (5) Reactant: CC[N+](S(N=C(OC)[O-])(=O)=O)(CC)CC.[Cl:16][C:17]1[CH:18]=[CH:19][C:20]([N+:52]([O-:54])=[O:53])=[C:21]([C:23]2[CH:28]=[CH:27][N:26]([CH:29]([CH2:43][C:44]3[CH:49]=[CH:48][C:47]([F:50])=[CH:46][CH:45]=3)[C:30]([NH:32][CH2:33][C:34]([C:36]3[CH:41]=[CH:40][C:39]([F:42])=[CH:38][CH:37]=3)=O)=[O:31])[C:25](=[O:51])[CH:24]=2)[CH:22]=1. Product: [Cl:16][C:17]1[CH:18]=[CH:19][C:20]([N+:52]([O-:54])=[O:53])=[C:21]([C:23]2[CH:28]=[CH:27][N:26]([CH:29]([C:30]3[O:31][C:34]([C:36]4[CH:41]=[CH:40][C:39]([F:42])=[CH:38][CH:37]=4)=[CH:33][N:32]=3)[CH2:43][C:44]3[CH:49]=[CH:48][C:47]([F:50])=[CH:46][CH:45]=3)[C:25](=[O:51])[CH:24]=2)[CH:22]=1. The catalyst class is: 1. (6) Reactant: [O:1]1[C:5]2[CH:6]=[CH:7][C:8]([CH2:10][NH:11][C:12](=[O:14])[CH3:13])=[CH:9][C:4]=2[O:3][CH2:2]1.[I:15]Cl.[O-]S([O-])(=S)=O.[Na+].[Na+]. Product: [I:15][C:7]1[C:8]([CH2:10][NH:11][C:12](=[O:14])[CH3:13])=[CH:9][C:4]2[O:3][CH2:2][O:1][C:5]=2[CH:6]=1. The catalyst class is: 2. (7) Reactant: [CH3:1][N:2]1[CH:6]=[CH:5][N:4]=[N:3]1.C([Li])CCC.[CH3:12][N:13]1[C:17]([CH:18]=[O:19])=[CH:16][N:15]=[CH:14]1. Product: [CH3:1][N:2]1[C:6]([CH:18]([C:17]2[N:13]([CH3:12])[CH:14]=[N:15][CH:16]=2)[OH:19])=[CH:5][N:4]=[N:3]1. The catalyst class is: 1.